From a dataset of Full USPTO retrosynthesis dataset with 1.9M reactions from patents (1976-2016). Predict the reactants needed to synthesize the given product. (1) Given the product [CH3:1][O:2][C:3]1[CH:8]=[C:7]([CH3:9])[C:6]([S:10]([N:13]([CH3:28])[CH2:14][C:15]2[O:16][C:17]([C:20]([N:22]3[CH2:23][CH2:24][N:25]([CH2:40][C:32]4[CH:31]=[N:30][C:39]5[C:34]([CH:33]=4)=[CH:35][CH:36]=[CH:37][CH:38]=5)[CH2:26][CH2:27]3)=[O:21])=[N:18][N:19]=2)(=[O:11])=[O:12])=[C:5]([CH3:29])[CH:4]=1, predict the reactants needed to synthesize it. The reactants are: [CH3:1][O:2][C:3]1[CH:8]=[C:7]([CH3:9])[C:6]([S:10]([N:13]([CH3:28])[CH2:14][C:15]2[O:16][C:17]([C:20]([N:22]3[CH2:27][CH2:26][NH:25][CH2:24][CH2:23]3)=[O:21])=[N:18][N:19]=2)(=[O:12])=[O:11])=[C:5]([CH3:29])[CH:4]=1.[N:30]1[C:39]2[C:34](=[CH:35][CH:36]=[CH:37][CH:38]=2)[CH:33]=[C:32]([CH:40]=O)[CH:31]=1.ClCCCl. (2) Given the product [CH3:17][O:16][C:13]1[N:12]2[N:18]=[C:19]([C:21]([F:24])([F:22])[F:23])[N:20]=[C:11]2[C:10]([C:2](=[O:1])[C:3]([CH3:8])([CH3:9])[C:4]([O:6][CH3:7])=[O:5])=[CH:15][CH:14]=1, predict the reactants needed to synthesize it. The reactants are: [OH:1][CH:2]([C:10]1[C:11]2[N:12]([N:18]=[C:19]([C:21]([F:24])([F:23])[F:22])[N:20]=2)[C:13]([O:16][CH3:17])=[CH:14][CH:15]=1)[C:3]([CH3:9])([CH3:8])[C:4]([O:6][CH3:7])=[O:5].CC(OI1(OC(C)=O)(OC(C)=O)OC(=O)C2C=CC=CC1=2)=O.C(=O)([O-])O.[Na+]. (3) Given the product [OH:34][CH2:33][CH2:32][O:31][CH2:30][CH2:29][NH:28][C:11]([C:9]1[CH:8]=[CH:7][C:6]2[N:2]([CH3:1])[C:3]([NH:14][C:15]3[S:16][C:17]4[CH:23]=[C:22]([C:24]([F:25])([F:26])[F:27])[CH:21]=[CH:20][C:18]=4[N:19]=3)=[N:4][C:5]=2[CH:10]=1)=[O:13], predict the reactants needed to synthesize it. The reactants are: [CH3:1][N:2]1[C:6]2[CH:7]=[CH:8][C:9]([C:11]([OH:13])=O)=[CH:10][C:5]=2[N:4]=[C:3]1[NH:14][C:15]1[S:16][C:17]2[CH:23]=[C:22]([C:24]([F:27])([F:26])[F:25])[CH:21]=[CH:20][C:18]=2[N:19]=1.[NH2:28][CH2:29][CH2:30][O:31][CH2:32][CH2:33][OH:34].CN(C(ON1N=NC2C=CC=CC1=2)=[N+](C)C)C.F[P-](F)(F)(F)(F)F.CCN(C(C)C)C(C)C. (4) Given the product [CH2:1]([N:8]1[CH:13]=[CH:12][CH:11]=[C:10]([OH:14])[C:9]1=[O:22])[C:2]1[CH:3]=[CH:4][CH:5]=[CH:6][CH:7]=1, predict the reactants needed to synthesize it. The reactants are: [CH2:1]([N:8]1[CH:13]=[CH:12][CH:11]=[C:10]([O:14]CC2C=CC=CC=2)[C:9]1=[O:22])[C:2]1[CH:7]=[CH:6][CH:5]=[CH:4][CH:3]=1. (5) Given the product [O:9]1[C:13]2([CH2:18][CH2:17][CH:16]([N:19]3[CH2:29][CH2:23][O:22][CH2:21][C:20]3=[O:2])[CH2:15][CH2:14]2)[O:12][CH2:11][CH2:10]1, predict the reactants needed to synthesize it. The reactants are: C[O:2]C(=O)CCl.[H-].[Na+].[O:9]1[C:13]2([CH2:18][CH2:17][CH:16]([NH:19][CH2:20][CH2:21][OH:22])[CH2:15][CH2:14]2)[O:12][CH2:11][CH2:10]1.[C:23]1([CH3:29])C=CC=CC=1. (6) Given the product [C:37]([C@:21]12[CH2:33][CH2:32][C@@H:31]([C:34]([CH3:36])=[CH2:35])[C@@H:22]1[C@@H:23]1[C@@:18]([CH3:40])([CH2:19][CH2:20]2)[C@@:17]2([CH3:41])[C@@H:26]([C@:27]3([CH3:30])[C@@H:14]([CH2:15][CH2:16]2)[C:13]([CH3:42])([CH3:43])[C:12]([C:47]2[S:51][C:50]([C:52]([OH:54])=[O:53])=[CH:49][CH:48]=2)=[CH:29][CH2:28]3)[CH2:25][CH2:24]1)([OH:39])=[O:38], predict the reactants needed to synthesize it. The reactants are: C(CCC1C=CC([C:12]2[C:13]([CH3:43])([CH3:42])[C@H:14]3[C@:27]([CH3:30])([CH2:28][CH:29]=2)[C@@H:26]2[C@:17]([CH3:41])([C@@:18]4([CH3:40])[C@H:23]([CH2:24][CH2:25]2)[C@H:22]2[C@H:31]([C:34]([CH3:36])=[CH2:35])[CH2:32][CH2:33][C@:21]2([C:37]([OH:39])=[O:38])[CH2:20][CH2:19]4)[CH2:16][CH2:15]3)=CC=1)(O)=O.B([C:47]1[S:51][C:50]([C:52]([OH:54])=[O:53])=[CH:49][CH:48]=1)(O)O.B(O)O.